The task is: Predict the reactants needed to synthesize the given product.. This data is from Full USPTO retrosynthesis dataset with 1.9M reactions from patents (1976-2016). (1) Given the product [C:39]([O:42][C:43]([N:23]([CH2:22][C:17]1[CH:16]=[CH:15][C:14]2[C:19](=[CH:20][CH:21]=[C:12]([O:11][C@H:8]3[CH2:9][CH2:10][C@H:5]([C:1]([CH3:4])([CH3:2])[CH3:3])[CH2:6][CH2:7]3)[CH:13]=2)[CH:18]=1)[CH2:24][CH2:25][C:26]([O:28][CH2:29][CH3:30])=[O:27])=[O:44])([CH3:41])([CH3:40])[CH3:38], predict the reactants needed to synthesize it. The reactants are: [C:1]([C@H:5]1[CH2:10][CH2:9][C@H:8]([O:11][C:12]2[CH:13]=[C:14]3[C:19](=[CH:20][CH:21]=2)[CH:18]=[C:17]([CH2:22][NH:23][CH2:24][CH2:25][C:26]([O:28][CH2:29][CH3:30])=[O:27])[CH:16]=[CH:15]3)[CH2:7][CH2:6]1)([CH3:4])([CH3:3])[CH3:2].CCN(CC)CC.[CH3:38][C:39]([O:42][C:43](O[C:43]([O:42][C:39]([CH3:41])([CH3:40])[CH3:38])=[O:44])=[O:44])([CH3:41])[CH3:40]. (2) Given the product [Cl:19][C:20]1[CH:21]=[C:22]([NH:23][C:2]2[C:11]3[C:6](=[CH:7][C:8]4[O:15][CH2:14][CH:13]([CH2:16][O:17][CH3:18])[O:12][C:9]=4[CH:10]=3)[N:5]=[CH:4][N:3]=2)[CH:24]=[CH:25][C:26]=1[CH3:27], predict the reactants needed to synthesize it. The reactants are: Cl[C:2]1[C:11]2[C:6](=[CH:7][C:8]3[O:15][CH2:14][CH:13]([CH2:16][O:17][CH3:18])[O:12][C:9]=3[CH:10]=2)[N:5]=[CH:4][N:3]=1.[Cl:19][C:20]1[CH:21]=[C:22]([CH:24]=[CH:25][C:26]=1[CH3:27])[NH2:23]. (3) The reactants are: [C:1]([O:5][C:6]([NH:8][C:9]1[CH:14]=[CH:13][C:12]([S:15][C:16]2[CH:24]=[CH:23][C:19]([C:20](O)=[O:21])=[CH:18][C:17]=2[NH:25][C:26]2[C:27]3[CH:35]=[CH:34][C:33]([CH:36]([CH3:38])[CH3:37])=[N:32][C:28]=3[N:29]=[CH:30][N:31]=2)=[CH:11][CH:10]=1)=[O:7])([CH3:4])([CH3:3])[CH3:2].F[B-](F)(F)F.N1(OC(N(C)C)=[N+](C)C)C2C=CC=CC=2N=N1.[NH2:61][C:62]([C:69]1[CH:74]=[CH:73][CH:72]=[CH:71][CH:70]=1)([CH3:68])[C:63]([O:65][CH2:66][CH3:67])=[O:64].C(N(CC)C(C)C)(C)C. Given the product [C:1]([O:5][C:6]([NH:8][C:9]1[CH:10]=[CH:11][C:12]([S:15][C:16]2[CH:24]=[CH:23][C:19]([C:20]([NH:61][C:62]([C:69]3[CH:70]=[CH:71][CH:72]=[CH:73][CH:74]=3)([CH3:68])[C:63]([O:65][CH2:66][CH3:67])=[O:64])=[O:21])=[CH:18][C:17]=2[NH:25][C:26]2[C:27]3[CH:35]=[CH:34][C:33]([CH:36]([CH3:38])[CH3:37])=[N:32][C:28]=3[N:29]=[CH:30][N:31]=2)=[CH:13][CH:14]=1)=[O:7])([CH3:4])([CH3:3])[CH3:2], predict the reactants needed to synthesize it. (4) Given the product [C:25]([N:16]1[C:15](=[O:19])[C:14]2[CH:9]([C:4]3[CH:5]=[CH:6][C:7]([F:8])=[C:2]([Br:1])[CH:3]=3)[C:10]3[C:23](=[O:24])[CH2:22][O:21][CH2:20][C:11]=3[NH:12][C:13]=2[N:17]1[CH3:18])(=[O:27])[CH3:26], predict the reactants needed to synthesize it. The reactants are: [Br:1][C:2]1[CH:3]=[C:4]([CH:9]2[C:14]3[C:15](=[O:19])[NH:16][N:17]([CH3:18])[C:13]=3[NH:12][C:11]3[CH2:20][O:21][CH2:22][C:23](=[O:24])[C:10]2=3)[CH:5]=[CH:6][C:7]=1[F:8].[C:25](OC(=O)C)(=[O:27])[CH3:26].